From a dataset of Reaction yield outcomes from USPTO patents with 853,638 reactions. Predict the reaction yield, written as a fraction of the theoretical maximum amount of product (1.0 means a 100% yield; for example, 0.34 means a 34% yield). (1) The reactants are [Li+].[BH4-].[CH3:3][N:4]1[C:8]([C:9](OC)=[O:10])=[CH:7][C:6]([N+:13]([O-:15])=[O:14])=[N:5]1. The catalyst is C1COCC1. The product is [CH3:3][N:4]1[C:8]([CH2:9][OH:10])=[CH:7][C:6]([N+:13]([O-:15])=[O:14])=[N:5]1. The yield is 0.657. (2) The reactants are [CH3:1][N:2]([C:4]([N:6]=[C:7]([NH2:9])[NH2:8])=[NH:5])[CH3:3].Cl.[C:11]([OH:14])(=[O:13])[CH3:12].[OH-].[Na+]. The catalyst is O. The product is [CH3:1][N:2]([C:4]([NH:6][C:7]([NH2:9])=[NH:8])=[NH:5])[CH3:3].[C:11]([O-:14])(=[O:13])[CH3:12]. The yield is 0.527. (3) The reactants are N[C:2]1C=C(Br)C=CC=1C(OC)=O.[Br:13][C:14]1[CH:22]=[CH:21][C:17]([C:18]([OH:20])=[O:19])=[C:16]([N+:23]([O-:25])=[O:24])[CH:15]=1.N1(C2CCCCCCCCCC2)CCCNCCCCCC1.O. The yield is 0.900. The product is [Br:13][C:14]1[CH:22]=[CH:21][C:17]([C:18]([O:20][CH3:2])=[O:19])=[C:16]([N+:23]([O-:25])=[O:24])[CH:15]=1. The catalyst is CN(C=O)C. (4) The reactants are Br[C:2]1[CH:7]=[CH:6][C:5]([C:8]2[NH:17][C:16](=[O:18])[C:15]3[C:10](=[CH:11][C:12]([O:21][CH3:22])=[CH:13][C:14]=3[O:19][CH3:20])[N:9]=2)=[CH:4][CH:3]=1.C([O-])([O-])=O.[K+].[K+].CC1(C)C(C)(C)OB([C:37]2[CH2:42][CH2:41][N:40]([C:43]([O:45][C:46]([CH3:49])([CH3:48])[CH3:47])=[O:44])[CH2:39][CH:38]=2)O1. The catalyst is CN(C=O)C.C1C=CC(P(C2C=CC=CC=2)[C-]2C=CC=C2)=CC=1.C1C=CC(P(C2C=CC=CC=2)[C-]2C=CC=C2)=CC=1.Cl[Pd]Cl.[Fe+2]. The product is [CH3:20][O:19][C:14]1[CH:13]=[C:12]([O:21][CH3:22])[CH:11]=[C:10]2[C:15]=1[C:16](=[O:18])[NH:17][C:8]([C:5]1[CH:6]=[CH:7][C:2]([C:37]3[CH2:42][CH2:41][N:40]([C:43]([O:45][C:46]([CH3:49])([CH3:48])[CH3:47])=[O:44])[CH2:39][CH:38]=3)=[CH:3][CH:4]=1)=[N:9]2. The yield is 0.490. (5) The reactants are [OH:1][C:2]1[CH:7]=[C:6]([O:8][CH2:9][CH2:10][O:11][CH3:12])[CH:5]=[CH:4][C:3]=1/[CH:13]=[CH:14]/[C:15]([O:17][CH2:18][CH3:19])=[O:16].Br[CH2:21][CH:22]1[CH2:27][CH2:26][CH2:25][CH2:24][CH2:23]1.C(=O)([O-])[O-].[K+].[K+].[I-].[Na+]. The catalyst is C(#N)C.CN(C)C=O.O. The product is [CH:22]1([CH2:21][O:1][C:2]2[CH:7]=[C:6]([O:8][CH2:9][CH2:10][O:11][CH3:12])[CH:5]=[CH:4][C:3]=2/[CH:13]=[CH:14]/[C:15]([O:17][CH2:18][CH3:19])=[O:16])[CH2:27][CH2:26][CH2:25][CH2:24][CH2:23]1. The yield is 0.810. (6) The reactants are [Br:1][C:2]1[CH:7]=[CH:6][C:5]([C:8]([CH3:13])([CH3:12])C(N)=O)=[CH:4][CH:3]=1.FC(F)(F)C(OI(C1C=CC=CC=1)O[C:21](=[O:26])C(F)(F)F)=O.[N:35]1C=CC=CC=1.[C:41]([OH:45])([CH3:44])([CH3:43])[CH3:42]. No catalyst specified. The product is [C:41]([O:45][C:21](=[O:26])[NH:35][C:8]([C:5]1[CH:4]=[CH:3][C:2]([Br:1])=[CH:7][CH:6]=1)([CH3:12])[CH3:13])([CH3:44])([CH3:43])[CH3:42]. The yield is 0.840. (7) The yield is 1.00. The product is [NH2:14][C:12]1[S:13][C:4]2[CH:5]=[C:6]([C:8]#[N:9])[CH:7]=[C:2]([Br:1])[C:3]=2[N:11]=1. The catalyst is O1CCOCC1.[Cu]I. The reactants are [Br:1][C:2]1[CH:7]=[C:6]([C:8]#[N:9])[CH:5]=[C:4](Br)[C:3]=1[NH:11][C:12]([NH2:14])=[S:13].N1C2C(=CC=C3C=2N=CC=C3)C=CC=1.C([O-])([O-])=O.[Cs+].[Cs+].O.